The task is: Predict the product of the given reaction.. This data is from Forward reaction prediction with 1.9M reactions from USPTO patents (1976-2016). (1) Given the reactants [Cl:1][C:2]1[CH:7]=[CH:6][C:5]([CH2:8][C:9]#[N:10])=[CH:4][CH:3]=1.[Na].[C:12](OCC)(=[O:14])[CH3:13], predict the reaction product. The product is: [Cl:1][C:2]1[CH:7]=[CH:6][C:5]([CH:8]([C:12](=[O:14])[CH3:13])[C:9]#[N:10])=[CH:4][CH:3]=1. (2) Given the reactants [CH2:1]([O:3][C:4](=[O:12])[CH2:5][NH:6][S:7]([CH2:10][CH3:11])(=[O:9])=[O:8])[CH3:2].Br[CH2:14][C:15]1[CH:16]=[C:17]([CH:35]=[CH:36][CH:37]=1)[CH2:18][O:19][C:20]1[CH:25]=[CH:24][C:23]([C:26]2[CH:31]=[C:30]([F:32])[C:29]([F:33])=[CH:28][C:27]=2[F:34])=[CH:22][CH:21]=1.C(=O)([O-])[O-].[K+].[K+], predict the reaction product. The product is: [CH2:1]([O:3][C:4](=[O:12])[CH2:5][N:6]([S:7]([CH2:10][CH3:11])(=[O:8])=[O:9])[CH2:14][C:15]1[CH:37]=[CH:36][CH:35]=[C:17]([CH2:18][O:19][C:20]2[CH:25]=[CH:24][C:23]([C:26]3[CH:31]=[C:30]([F:32])[C:29]([F:33])=[CH:28][C:27]=3[F:34])=[CH:22][CH:21]=2)[CH:16]=1)[CH3:2]. (3) Given the reactants C[O:2][C:3]([C:5]1[CH:14]=[CH:13][C:12]2[CH:11]([NH:15][C:16]([O:18][CH2:19][C:20]3[CH:25]=[CH:24][CH:23]=[CH:22][CH:21]=3)=[O:17])[CH2:10][CH2:9][CH2:8][C:7]=2[CH:6]=1)=[O:4], predict the reaction product. The product is: [CH2:19]([O:18][C:16]([NH:15][CH:11]1[CH2:10][CH2:9][CH2:8][C:7]2[CH:6]=[C:5]([C:3]([OH:4])=[O:2])[CH:14]=[CH:13][C:12]1=2)=[O:17])[C:20]1[CH:25]=[CH:24][CH:23]=[CH:22][CH:21]=1. (4) Given the reactants [C:1]([C:5]1[CH:13]=[CH:12][C:8]([C:9]([NH2:11])=[O:10])=[C:7]([Cl:14])[N:6]=1)([CH3:4])([CH3:3])[CH3:2].[N+:15]([C:18]1[CH:19]=[C:20]([S:24](Cl)(=[O:26])=[O:25])[CH:21]=[CH:22][CH:23]=1)([O-:17])=[O:16].[H-].[Na+], predict the reaction product. The product is: [C:1]([C:5]1[CH:13]=[CH:12][C:8]([C:9]([NH:11][S:24]([C:20]2[CH:21]=[CH:22][CH:23]=[C:18]([N+:15]([O-:17])=[O:16])[CH:19]=2)(=[O:25])=[O:26])=[O:10])=[C:7]([Cl:14])[N:6]=1)([CH3:4])([CH3:2])[CH3:3]. (5) Given the reactants [C:1]([C:5]1[CH:10]=[CH:9][C:8]([S:11]([N:14]([CH2:24][C:25]([OH:27])=O)[C:15]2[CH:23]=[C:22]3[C:18]([CH:19]=[N:20][NH:21]3)=[CH:17][CH:16]=2)(=[O:13])=[O:12])=[CH:7][CH:6]=1)([CH3:4])([CH3:3])[CH3:2].[CH2:28]([NH:30][CH2:31][CH2:32][OH:33])[CH3:29], predict the reaction product. The product is: [C:1]([C:5]1[CH:10]=[CH:9][C:8]([S:11]([N:14]([C:15]2[CH:23]=[C:22]3[C:18]([CH:19]=[N:20][NH:21]3)=[CH:17][CH:16]=2)[CH2:24][C:25]([N:30]([CH2:28][CH3:29])[CH2:31][CH2:32][OH:33])=[O:27])(=[O:12])=[O:13])=[CH:7][CH:6]=1)([CH3:3])([CH3:2])[CH3:4].